From a dataset of Reaction yield outcomes from USPTO patents with 853,638 reactions. Predict the reaction yield, written as a fraction of the theoretical maximum amount of product (1.0 means a 100% yield; for example, 0.34 means a 34% yield). (1) The reactants are [NH2:1][C:2]1[CH:3]=[C:4]([CH:21]=[CH:22][C:23]=1[CH3:24])[O:5][C:6]1[CH:7]=[CH:8][C:9]2[N:10]([CH:12]=[C:13]([NH:15][C:16]([CH:18]3[CH2:20][CH2:19]3)=[O:17])[N:14]=2)[N:11]=1.[CH3:25][C:26]([CH3:31])=[CH:27][C:28](Cl)=[O:29]. The catalyst is CN(C)C(=O)C. The product is [CH3:24][C:23]1[CH:22]=[CH:21][C:4]([O:5][C:6]2[CH:7]=[CH:8][C:9]3[N:10]([CH:12]=[C:13]([NH:15][C:16]([CH:18]4[CH2:20][CH2:19]4)=[O:17])[N:14]=3)[N:11]=2)=[CH:3][C:2]=1[NH:1][C:28](=[O:29])[CH:27]=[C:26]([CH3:31])[CH3:25]. The yield is 0.570. (2) The reactants are [Cl:1][C:2]1[CH:7]=[CH:6][C:5]([N+:8]([O-])=O)=[C:4]([O:11][CH3:12])[CH:3]=1. The catalyst is CO.[Pt]. The product is [Cl:1][C:2]1[CH:7]=[CH:6][C:5]([NH2:8])=[C:4]([O:11][CH3:12])[CH:3]=1. The yield is 1.00. (3) The reactants are C(O[C:5]1[C:6](=[O:18])[C:7](=[O:17])[C:8]=1[C:9]1[CH:14]=[CH:13][C:12]([O:15][CH3:16])=[CH:11][CH:10]=1)(C)C.[CH3:19][C@@H:20]([NH2:27])[C:21]1[CH:26]=[CH:25][CH:24]=[CH:23][CH:22]=1. The catalyst is C(O)C. The product is [CH3:16][O:15][C:12]1[CH:11]=[CH:10][C:9]([C:8]2[C:7](=[O:17])[C:6](=[O:18])[C:5]=2[NH:27][C@@H:20]([C:21]2[CH:26]=[CH:25][CH:24]=[CH:23][CH:22]=2)[CH3:19])=[CH:14][CH:13]=1. The yield is 0.640. (4) The reactants are Cl.[Cl:2][C:3]1[CH:8]=[CH:7][C:6]([C@@H:9]([CH2:13][NH:14][CH2:15][CH:16]2[CH2:18][CH2:17]2)[C:10]([OH:12])=[O:11])=[CH:5][CH:4]=1.CC#N.O.O.O.O.O.[OH-].C[N+](C)(C)C.[CH3:33][C:34]([O:37][C:38](O[C:38]([O:37][C:34]([CH3:36])([CH3:35])[CH3:33])=[O:39])=[O:39])([CH3:36])[CH3:35]. The catalyst is O. The product is [C:34]([O:37][C:38]([N:14]([CH2:15][CH:16]1[CH2:18][CH2:17]1)[CH2:13][C@H:9]([C:6]1[CH:5]=[CH:4][C:3]([Cl:2])=[CH:8][CH:7]=1)[C:10]([OH:12])=[O:11])=[O:39])([CH3:36])([CH3:35])[CH3:33]. The yield is 0.730.